This data is from Full USPTO retrosynthesis dataset with 1.9M reactions from patents (1976-2016). The task is: Predict the reactants needed to synthesize the given product. (1) Given the product [N:8]([C:4]1[CH:5]=[CH:6][CH:7]=[C:2]([Cl:1])[N:3]=1)=[N+:9]=[N-:11], predict the reactants needed to synthesize it. The reactants are: [Cl:1][C:2]1[CH:7]=[CH:6][CH:5]=[C:4]([NH:8][NH2:9])[N:3]=1.Cl.[N:11]([O-])=O.[Na+]. (2) Given the product [Cl:8][C:5]1[N:4]=[CH:3][C:2]([C:16]([OH:18])([CH3:17])[C:15]([F:20])([F:19])[F:14])=[CH:7][N:6]=1, predict the reactants needed to synthesize it. The reactants are: Br[C:2]1[CH:3]=[N:4][C:5]([Cl:8])=[N:6][CH:7]=1.[Li]CCCC.[F:14][C:15]([F:20])([F:19])[C:16](=[O:18])[CH3:17]. (3) Given the product [CH:1]1[C:10]2[C:5](=[C:6]([C:21]3[CH:29]=[C:28]4[C:24]([CH:25]=[N:26][NH:27]4)=[C:23]([NH:30][C:31]([C:33]4[N:34]=[C:35]([CH3:38])[S:36][CH:37]=4)=[O:32])[CH:22]=3)[CH:7]=[CH:8][CH:9]=2)[CH:4]=[CH:3][N:2]=1, predict the reactants needed to synthesize it. The reactants are: [CH:1]1[C:10]2[C:5](=[C:6](B(O)O)[CH:7]=[CH:8][CH:9]=2)[CH:4]=[CH:3][N:2]=1.C(=O)([O-])[O-].[K+].[K+].Br[C:21]1[CH:29]=[C:28]2[C:24]([CH:25]=[N:26][NH:27]2)=[C:23]([NH:30][C:31]([C:33]2[N:34]=[C:35]([CH3:38])[S:36][CH:37]=2)=[O:32])[CH:22]=1. (4) Given the product [CH2:1]([N:7]1[CH2:12][CH2:11][C:10]([CH3:25])([C:13]2[CH:18]=[CH:17][CH:16]=[C:15]([C:19]#[CH:20])[CH:14]=2)[CH:9]([CH3:26])[CH2:8]1)[CH2:2][CH2:3][CH2:4][CH2:5][CH3:6], predict the reactants needed to synthesize it. The reactants are: [CH2:1]([N:7]1[CH2:12][CH2:11][C:10]([CH3:25])([C:13]2[CH:18]=[CH:17][CH:16]=[C:15]([C:19]#[C:20][Si](C)(C)C)[CH:14]=2)[CH:9]([CH3:26])[CH2:8]1)[CH2:2][CH2:3][CH2:4][CH2:5][CH3:6].[F-].C([N+](CCCC)(CCCC)CCCC)CCC. (5) Given the product [C:2]([O:7][CH2:8][CH2:9][NH:10][S:20]([C:19]([F:25])([F:24])[F:18])(=[O:22])=[O:21])(=[O:6])[C:3]([CH3:5])=[CH2:4], predict the reactants needed to synthesize it. The reactants are: Cl.[C:2]([O:7][CH2:8][CH2:9][NH2:10])(=[O:6])[C:3]([CH3:5])=[CH2:4].C(N(CC)CC)C.[F:18][C:19]([F:25])([F:24])[S:20](Cl)(=[O:22])=[O:21].CCOCC.